The task is: Regression/Classification. Given a drug SMILES string, predict its toxicity properties. Task type varies by dataset: regression for continuous values (e.g., LD50, hERG inhibition percentage) or binary classification for toxic/non-toxic outcomes (e.g., AMES mutagenicity, cardiotoxicity, hepatotoxicity). Dataset: herg_karim.. This data is from hERG potassium channel inhibition data for cardiac toxicity prediction from Karim et al.. (1) The molecule is Nc1nc2ccc(NCC(F)(F)F)nc2n1CC(O)c1ccc(Cl)cc1Cl. The result is 1 (blocker). (2) The molecule is O=C(NC1CCOCC1)c1ccc(-c2cc(-c3c[nH]nc3-c3ccccn3)ccn2)cc1. The result is 0 (non-blocker). (3) The drug is NS(=O)(=O)c1ccc2c(C(=O)NC[C@@H](O)CN3CCC(Oc4ccc(Cl)c(Cl)c4)CC3)c[nH]c(=O)c2c1. The result is 1 (blocker).